From a dataset of Reaction yield outcomes from USPTO patents with 853,638 reactions. Predict the reaction yield, written as a fraction of the theoretical maximum amount of product (1.0 means a 100% yield; for example, 0.34 means a 34% yield). (1) The reactants are [Br:1][C:2]1[CH:7]=[CH:6][C:5]([NH:8][C:9]([C:11]2[C:12](=[O:27])[N:13]([CH:17]3[C:25]4[C:20](=[C:21]([OH:26])[CH:22]=[CH:23][CH:24]=4)[CH2:19][CH2:18]3)[CH:14]=[CH:15][CH:16]=2)=[O:10])=[CH:4][CH:3]=1.C([O-])([O-])=O.[K+].[K+].Cl[CH2:35][CH2:36][OH:37]. The catalyst is CN(C=O)C. The product is [Br:1][C:2]1[CH:7]=[CH:6][C:5]([NH:8][C:9]([C:11]2[C:12](=[O:27])[N:13]([CH:17]3[C:25]4[C:20](=[C:21]([O:26][CH2:35][CH2:36][OH:37])[CH:22]=[CH:23][CH:24]=4)[CH2:19][CH2:18]3)[CH:14]=[CH:15][CH:16]=2)=[O:10])=[CH:4][CH:3]=1. The yield is 0.600. (2) The reactants are [CH3:1][CH2:2][CH2:3][CH2:4][O:5][C:6]([C:8]1[O:14][C:13]([CH3:16])([CH3:15])[CH2:12][C:10](=[O:11])[CH:9]=1)=[O:7].ClC(Cl)(Cl)C(O)=O. The catalyst is CCOCC. The product is [CH3:16][C:13]1([CH3:15])[O:14][C@H:8]([C:6]([O:5][CH2:4][CH2:3][CH2:2][CH3:1])=[O:7])[CH2:9][C:10](=[O:11])[CH2:12]1. The yield is 0.880. (3) The reactants are [N:1]1[CH:6]=[CH:5][CH:4]=[CH:3][C:2]=1/[CH:7]=[CH:8]/[C:9]1[CH:10]=[C:11]2[C:15](=[CH:16][CH:17]=1)[NH:14][N:13]=[C:12]2[C:18]1[CH:23]=[CH:22][C:21]([F:24])=[CH:20][CH:19]=1. The catalyst is CO. The product is [F:24][C:21]1[CH:22]=[CH:23][C:18]([C:12]2[C:11]3[C:15](=[CH:16][CH:17]=[C:9]([CH2:8][CH2:7][C:2]4[CH:3]=[CH:4][CH:5]=[CH:6][N:1]=4)[CH:10]=3)[NH:14][N:13]=2)=[CH:19][CH:20]=1. The yield is 0.470. (4) The reactants are [Cl:1][C:2]1[CH:3]=[CH:4][C:5]([N:16]2[CH:20]=[C:19]([CH2:21][F:22])[N:18]=[N:17]2)=[C:6]([C:8]2[CH:13]=[C:12]([O:14]C)[N:11]=[CH:10][N:9]=2)[CH:7]=1.[Si](I)(C)(C)C.[O-]S([O-])(=S)=O.[Na+].[Na+].C([O-])(O)=O.[Na+]. The catalyst is C(#N)C. The product is [Cl:1][C:2]1[CH:3]=[CH:4][C:5]([N:16]2[CH:20]=[C:19]([CH2:21][F:22])[N:18]=[N:17]2)=[C:6]([C:8]2[N:9]=[CH:10][N:11]=[C:12]([OH:14])[CH:13]=2)[CH:7]=1. The yield is 0.418.